This data is from Forward reaction prediction with 1.9M reactions from USPTO patents (1976-2016). The task is: Predict the product of the given reaction. (1) Given the reactants [NH2:1][C:2]1[CH:10]=[CH:9][C:5]([C:6]([OH:8])=[O:7])=[CH:4][CH:3]=1.[C:11](N1C=CN=C1)(N1C=CN=C1)=[S:12].C(N(CC)CC)C.Cl, predict the reaction product. The product is: [N:1]([C:2]1[CH:10]=[CH:9][C:5]([C:6]([OH:8])=[O:7])=[CH:4][CH:3]=1)=[C:11]=[S:12]. (2) Given the reactants Cl.[CH3:2][NH:3][O:4][CH3:5].Cl.C(N=C=NCCCN(C)C)C.C(N(CC)CC)C.[F:25][C:26](=[C:32]([F:34])[F:33])[CH2:27][CH2:28][C:29](O)=[O:30], predict the reaction product. The product is: [F:25][C:26](=[C:32]([F:34])[F:33])[CH2:27][CH2:28][C:29]([N:3]([O:4][CH3:5])[CH3:2])=[O:30]. (3) The product is: [CH2:1]([C@:3]12[CH2:13][CH2:12][C@:11]([OH:14])([C:31]3[CH:41]=[CH:40][CH:39]=[CH:38][CH:37]=3)[CH2:10][C@H:9]1[CH2:8][CH2:7][O:6][C:5]1[CH:15]=[C:16]([C:19]([NH:21][C:22]3[C:23]([CH3:28])=[N:24][CH:25]=[CH:26][CH:27]=3)=[O:20])[CH:17]=[CH:18][C:4]2=1)[CH3:2].[CH2:29]([C@@:31]12[CH2:41][CH2:40][C@@:39]([OH:42])([C:57]3[CH:62]=[CH:61][CH:60]=[CH:59][CH:58]=3)[CH2:38][C@@H:37]1[CH2:36][CH2:35][O:34][C:33]1[CH:43]=[C:44]([C:47]([NH:49][C:50]3[C:51]([CH3:56])=[N:52][CH:53]=[CH:54][CH:55]=3)=[O:48])[CH:45]=[CH:46][C:32]2=1)[CH3:30]. Given the reactants [CH2:1]([C@:3]12[CH2:13][CH2:12][C:11](=[O:14])[CH2:10][C@H:9]1[CH2:8][CH2:7][O:6][C:5]1[CH:15]=[C:16]([C:19]([NH:21][C:22]3[C:23]([CH3:28])=[N:24][CH:25]=[CH:26][CH:27]=3)=[O:20])[CH:17]=[CH:18][C:4]2=1)[CH3:2].[CH2:29]([C@@:31]12[CH2:41][CH2:40][C:39](=[O:42])[CH2:38][C@@H:37]1[CH2:36][CH2:35][O:34][C:33]1[CH:43]=[C:44]([C:47]([NH:49][C:50]3[C:51]([CH3:56])=[N:52][CH:53]=[CH:54][CH:55]=3)=[O:48])[CH:45]=[CH:46][C:32]2=1)[CH3:30].[C:57]1([Mg]Br)[CH:62]=[CH:61][CH:60]=[CH:59][CH:58]=1, predict the reaction product. (4) Given the reactants [I:1][C:2]1[C:10]2[C:5](=[CH:6][C:7]([CH:11]=[O:12])=[CH:8][CH:9]=2)[NH:4][N:3]=1.C1COCC1.CS(O)(=O)=O.[O:23]1[CH:28]=[CH:27][CH2:26][CH2:25][CH2:24]1, predict the reaction product. The product is: [I:1][C:2]1[C:10]2[C:5](=[CH:6][C:7]([CH:11]=[O:12])=[CH:8][CH:9]=2)[N:4]([CH:24]2[CH2:25][CH2:26][CH2:27][CH2:28][O:23]2)[N:3]=1. (5) Given the reactants Br[C:2]1[CH:7]=[CH:6][C:5]([C:8]2([C:14]([O:16][CH3:17])=[O:15])[CH2:11][C:10]([F:13])([F:12])[CH2:9]2)=[CH:4][CH:3]=1.C1(P(C2CCCCC2)C2C=CC=CC=2C2C(OC)=CC=CC=2OC)CCCCC1.[CH3:47][N:48](C=O)C, predict the reaction product. The product is: [C:47]([C:2]1[CH:7]=[CH:6][C:5]([C:8]2([C:14]([O:16][CH3:17])=[O:15])[CH2:11][C:10]([F:13])([F:12])[CH2:9]2)=[CH:4][CH:3]=1)#[N:48]. (6) Given the reactants C(OC([NH:8][C:9]1[C:10]([F:36])=[CH:11][C:12]([F:35])=[C:13]([N:15]2[C:24]3[C:19](=[CH:20][CH:21]=[C:22]([C:25]4[C:26]([CH3:31])=[N:27][O:28][C:29]=4[CH3:30])[CH:23]=3)[C:18](=[O:32])[CH:17]=[C:16]2[CH2:33][CH3:34])[CH:14]=1)=O)(C)(C)C.Cl.C(Cl)(Cl)Cl.C(=O)(O)[O-].[Na+], predict the reaction product. The product is: [NH2:8][C:9]1[C:10]([F:36])=[CH:11][C:12]([F:35])=[C:13]([N:15]2[C:24]3[C:19](=[CH:20][CH:21]=[C:22]([C:25]4[C:26]([CH3:31])=[N:27][O:28][C:29]=4[CH3:30])[CH:23]=3)[C:18](=[O:32])[CH:17]=[C:16]2[CH2:33][CH3:34])[CH:14]=1. (7) Given the reactants [CH2:1]([O:3][C:4]([C:6]1[CH:11]=[C:10]([OH:12])[CH:9]=[C:8]([CH2:13][O:14][CH:15]2[CH2:20][CH2:19][CH2:18][CH2:17][O:16]2)[N:7]=1)=[O:5])[CH3:2].C(N(CC)CC)C.[F:28][C:29]([F:42])([F:41])[S:30](O[S:30]([C:29]([F:42])([F:41])[F:28])(=[O:32])=[O:31])(=[O:32])=[O:31].C(=O)([O-])O.[Na+], predict the reaction product. The product is: [CH2:1]([O:3][C:4]([C:6]1[CH:11]=[C:10]([O:12][S:30]([C:29]([F:42])([F:41])[F:28])(=[O:32])=[O:31])[CH:9]=[C:8]([CH2:13][O:14][CH:15]2[CH2:20][CH2:19][CH2:18][CH2:17][O:16]2)[N:7]=1)=[O:5])[CH3:2]. (8) Given the reactants [O:1]=[C:2]1[C:10]2[C:5](=[CH:6][CH:7]=[CH:8][CH:9]=2)[C:4](=[O:11])N1C(OCC)=O.[NH2:17][C@@H:18]([C:22]1[CH:27]=[CH:26][CH:25]=[CH:24][CH:23]=1)[CH2:19][CH2:20][OH:21].C(=O)([O-])[O-].[Na+].[Na+].C1COCC1.O, predict the reaction product. The product is: [OH:21][CH2:20][CH2:19][C@@H:18]([N:17]1[C:2](=[O:1])[C:10]2[C:5](=[CH:6][CH:7]=[CH:8][CH:9]=2)[C:4]1=[O:11])[C:22]1[CH:27]=[CH:26][CH:25]=[CH:24][CH:23]=1. (9) Given the reactants [O:1]=[C:2]1[C:11]([CH:12]2[CH2:17][CH2:16][N:15]([C:18]([O:20][CH:21]([C:33]3[N:37]4[CH2:38][CH2:39][NH:40][CH2:41][C:36]4=[CH:35][N:34]=3)[CH2:22][C:23]3[CH:24]=[C:25]4[C:29](=[C:30]([CH3:32])[CH:31]=3)[NH:28][N:27]=[CH:26]4)=[O:19])[CH2:14][CH2:13]2)=[CH:10][C:9]2[C:4](=[CH:5][CH:6]=[CH:7][CH:8]=2)[NH:3]1.[C:42]1(=O)[CH2:47][CH2:46][CH2:45][CH2:44][CH2:43]1.C([BH3-])#N.[Na+].C(O)(=O)C, predict the reaction product. The product is: [O:1]=[C:2]1[C:11]([CH:12]2[CH2:17][CH2:16][N:15]([C:18]([O:20][CH:21]([C:33]3[N:37]4[CH2:38][CH2:39][N:40]([CH:42]5[CH2:47][CH2:46][CH2:45][CH2:44][CH2:43]5)[CH2:41][C:36]4=[CH:35][N:34]=3)[CH2:22][C:23]3[CH:24]=[C:25]4[C:29](=[C:30]([CH3:32])[CH:31]=3)[NH:28][N:27]=[CH:26]4)=[O:19])[CH2:14][CH2:13]2)=[CH:10][C:9]2[C:4](=[CH:5][CH:6]=[CH:7][CH:8]=2)[NH:3]1. (10) The product is: [N:2]1([N:4]=[C:5]2[CH:10]=[CH:9][C:8]([NH:11][C:12](=[O:31])[CH:13]([C:25]3[CH:30]=[CH:29][CH:28]=[CH:27][CH:26]=3)[NH:14][C:15]([NH:17][C:18]3[CH:23]=[CH:22][C:21]([Cl:24])=[CH:20][CH:19]=3)=[O:16])=[C:7]([F:32])[CH2:6]2)[CH2:1][CH2:35][CH2:34][CH2:3]1. Given the reactants [CH3:1][N:2]([N:4]=[C:5]1[CH:10]=[CH:9][C:8]([NH:11][C:12](=[O:31])[CH:13]([C:25]2[CH:30]=[CH:29][CH:28]=[CH:27][CH:26]=2)[NH:14][C:15]([NH:17][C:18]2[CH:23]=[CH:22][C:21]([Cl:24])=[CH:20][CH:19]=2)=[O:16])=[C:7]([F:32])[CH2:6]1)[CH3:3].N1CC[CH2:35][CH2:34]1.CC(O)=O, predict the reaction product.